Dataset: Catalyst prediction with 721,799 reactions and 888 catalyst types from USPTO. Task: Predict which catalyst facilitates the given reaction. (1) Reactant: Br[CH2:2][C:3]1[CH:8]=[CH:7][C:6]([S:9][CH3:10])=[CH:5][CH:4]=1.[CH:11]1([C@@H:15]([NH2:17])[CH3:16])[CH2:14][CH2:13][CH2:12]1.Cl.OC1(C(=N)OCC)C2C(=C(OC)C=CC=2)CC1.CCN(C(C)C)C(C)C. Product: [CH:11]1([C@@H:15]([NH:17][CH2:2][C:3]2[CH:8]=[CH:7][C:6]([S:9][CH3:10])=[CH:5][CH:4]=2)[CH3:16])[CH2:14][CH2:13][CH2:12]1. The catalyst class is: 2. (2) Reactant: C1CN([P+](ON2N=NC3C=CC=CC2=3)(N2CCCC2)N2CCCC2)CC1.F[P-](F)(F)(F)(F)F.C(N(CC)C(C)C)(C)C.[Cl:43][C:44]1[CH:45]=[CH:46][C:47]2[N:53]3[C:54]([CH:57]([CH3:59])[CH3:58])=[N:55][N:56]=[C:52]3[CH:51]([CH2:60][C:61](O)=[O:62])[O:50][CH:49]([C:64]3[CH:69]=[CH:68][CH:67]=[C:66]([O:70][CH3:71])[C:65]=3[O:72][CH3:73])[C:48]=2[CH:74]=1.[NH:75]1[CH2:80][CH2:79][NH:78][CH2:77][C:76]1=[O:81]. Product: [Cl:43][C:44]1[CH:45]=[CH:46][C:47]2[N:53]3[C:54]([CH:57]([CH3:59])[CH3:58])=[N:55][N:56]=[C:52]3[CH:51]([CH2:60][C:61]([N:78]3[CH2:79][CH2:80][NH:75][C:76](=[O:81])[CH2:77]3)=[O:62])[O:50][CH:49]([C:64]3[CH:69]=[CH:68][CH:67]=[C:66]([O:70][CH3:71])[C:65]=3[O:72][CH3:73])[C:48]=2[CH:74]=1. The catalyst class is: 9. (3) Reactant: [NH2:1][C:2]1[CH:7]=[CH:6][C:5]([C:8]2[CH:15]3[CH:11]([CH2:12][CH2:13][CH2:14]3)[C:10](=[O:16])[C:9]=2[Br:17])=[CH:4][CH:3]=1.C(N([CH2:25][CH3:26])C(C)C)(C)C.[S:27](Cl)(Cl)(=[O:29])=[O:28]. Product: [Br:17][C:9]1[C:10](=[O:16])[CH:11]2[CH:15]([CH2:14][CH2:13][CH2:12]2)[C:8]=1[C:5]1[CH:4]=[CH:3][C:2]([NH:1][S:27]([CH2:25][CH3:26])(=[O:29])=[O:28])=[CH:7][CH:6]=1. The catalyst class is: 2. (4) Reactant: [CH3:1][N:2]([CH3:33])[C:3](=O)[CH2:4][C:5]([CH2:22][O:23][CH2:24][CH2:25][CH2:26][CH2:27][CH2:28][CH2:29][CH2:30][CH3:31])([CH2:12][O:13][CH2:14][CH2:15][CH2:16][CH2:17][CH2:18][CH2:19][CH2:20][CH3:21])[CH2:6][C:7]([N:9]([CH3:11])[CH3:10])=O.[H-].[H-].[H-].[H-].[Li+].[Al+3].C(OCC)(=O)C.[OH-].[Na+]. Product: [CH3:11][N:9]([CH3:10])[CH2:7][CH2:6][C:5]([CH2:12][O:13][CH2:14][CH2:15][CH2:16][CH2:17][CH2:18][CH2:19][CH2:20][CH3:21])([CH2:22][O:23][CH2:24][CH2:25][CH2:26][CH2:27][CH2:28][CH2:29][CH2:30][CH3:31])[CH2:4][CH2:3][N:2]([CH3:1])[CH3:33]. The catalyst class is: 20.